From a dataset of Forward reaction prediction with 1.9M reactions from USPTO patents (1976-2016). Predict the product of the given reaction. (1) Given the reactants FC(F)(F)[C:3]1[CH:4]=[C:5]([CH:26]=[C:27](C(F)(F)F)[CH:28]=1)[C:6]([N:8]1[CH2:25][CH2:24][C:11]2([C:15](=[O:16])[NH:14][C:13](=[O:17])[CH:12]2[C:18]2[CH:23]=[CH:22][CH:21]=[CH:20][CH:19]=2)[CH2:10][CH2:9]1)=O.[C:35]1(P(C2C=CC=CC=2)C2C=CC=CC=2)C=CC=CC=1.CO.CCOC(/N=N/C(OCC)=O)=O, predict the reaction product. The product is: [CH2:6]([N:8]1[CH2:9][CH2:10][C:11]2([C:15](=[O:16])[N:14]([CH3:35])[C:13](=[O:17])[CH:12]2[C:18]2[CH:19]=[CH:20][CH:21]=[CH:22][CH:23]=2)[CH2:24][CH2:25]1)[C:5]1[CH:26]=[CH:27][CH:28]=[CH:3][CH:4]=1. (2) Given the reactants [C:1]([N:8]1[CH2:13][CH2:12][NH:11][CH2:10][CH2:9]1)([O:3][C:4]([CH3:7])([CH3:6])[CH3:5])=[O:2].C(N(CC)CC)C.[C:21](Cl)(=[O:23])[CH3:22], predict the reaction product. The product is: [C:21]([N:11]1[CH2:10][CH2:9][N:8]([C:1]([O:3][C:4]([CH3:7])([CH3:6])[CH3:5])=[O:2])[CH2:13][CH2:12]1)(=[O:23])[CH3:22]. (3) Given the reactants [CH:1]1([O:6][C:7]2[CH:8]=[C:9]([CH:15]3[CH2:19][N:18]([CH2:20][C:21]([O-:23])=[O:22])[C:17](=[O:24])[CH2:16]3)[CH:10]=[CH:11][C:12]=2[O:13][CH3:14])[CH2:5][CH2:4][CH2:3][CH2:2]1.[OH-].[K+].O, predict the reaction product. The product is: [CH:1]1([O:6][C:7]2[CH:8]=[C:9]([CH:15]3[CH2:19][N:18]([CH2:20][C:21]([OH:23])=[O:22])[C:17](=[O:24])[CH2:16]3)[CH:10]=[CH:11][C:12]=2[O:13][CH3:14])[CH2:5][CH2:4][CH2:3][CH2:2]1. (4) Given the reactants [CH3:1][O:2][C:3]1[C:4]([N+:18]([O-])=O)=[CH:5][C:6]([CH3:17])=[C:7]([C:9]([N:11]2[CH2:16][CH2:15][O:14][CH2:13][CH2:12]2)=[O:10])[CH:8]=1.O.O.Cl[Sn]Cl.[OH-].[Na+].C(Cl)Cl, predict the reaction product. The product is: [NH2:18][C:4]1[C:3]([O:2][CH3:1])=[CH:8][C:7]([C:9]([N:11]2[CH2:12][CH2:13][O:14][CH2:15][CH2:16]2)=[O:10])=[C:6]([CH3:17])[CH:5]=1. (5) The product is: [F:16][C:17]1[CH:18]=[CH:19][C:20]([C:23]2[NH:27][C:26](/[CH:28]=[CH:29]/[C:30]3[CH:35]=[CH:34][C:33]([N:36]4[CH:40]=[C:39]([CH3:41])[N:38]=[CH:37]4)=[C:32]([O:42][CH3:43])[CH:31]=3)=[N:25][C:24]=2[C:44]([O:46][CH2:49][CH2:48][Br:47])=[O:45])=[CH:21][CH:22]=1. Given the reactants C1CCC(N=C=NC2CCCCC2)CC1.[F:16][C:17]1[CH:22]=[CH:21][C:20]([C:23]2[NH:27][C:26](/[CH:28]=[CH:29]/[C:30]3[CH:35]=[CH:34][C:33]([N:36]4[CH:40]=[C:39]([CH3:41])[N:38]=[CH:37]4)=[C:32]([O:42][CH3:43])[CH:31]=3)=[N:25][C:24]=2[C:44]([OH:46])=[O:45])=[CH:19][CH:18]=1.[Br:47][CH2:48][CH2:49]O.O.C(=O)(O)[O-].[Na+], predict the reaction product. (6) Given the reactants [CH2:1]([C@H:8]1[N:13]([C:14]([C:16]2[N:17]=[CH:18][N:19]([CH:27]3[CH2:32][CH2:31][CH2:30][CH2:29][C:28]3([CH2:34][NH:35][CH2:36][CH3:37])[OH:33])[C:20]=2[C:21]2[CH:26]=[CH:25][CH:24]=[CH:23][CH:22]=2)=[O:15])[CH2:12][CH2:11][N:10]([C:38]([O:40][C:41]([CH3:44])([CH3:43])[CH3:42])=[O:39])[CH2:9]1)[C:2]1[CH:7]=[CH:6][CH:5]=[CH:4][CH:3]=1.[C:45](OC(=O)C)(=O)[CH3:46].C(=O)(O)[O-:53].[Na+], predict the reaction product. The product is: [C:36]([N:35]([CH2:34][C:28]1([OH:33])[CH2:29][CH2:30][CH2:31][CH2:32][CH:27]1[N:19]1[C:20]([C:21]2[CH:26]=[CH:25][CH:24]=[CH:23][CH:22]=2)=[C:16]([C:14]([N:13]2[CH2:12][CH2:11][N:10]([C:38]([O:40][C:41]([CH3:43])([CH3:42])[CH3:44])=[O:39])[CH2:9][C@H:8]2[CH2:1][C:2]2[CH:7]=[CH:6][CH:5]=[CH:4][CH:3]=2)=[O:15])[N:17]=[CH:18]1)[CH2:45][CH3:46])(=[O:53])[CH3:37]. (7) The product is: [F:33][C:34]1[C:39]([O:19][C:18]([CH:15]2[O:14][C:13]3[C:21]([CH3:22])=[C:9]([C:7]([NH:6][N:5]([C:1]([CH3:4])([CH3:3])[CH3:2])[C:23](=[O:32])[C:24]4[CH:25]=[C:26]([CH3:31])[CH:27]=[C:28]([CH3:30])[CH:29]=4)=[O:8])[CH:10]=[CH:11][C:12]=3[O:17][CH2:16]2)=[O:20])=[C:38]([F:41])[C:37]([F:42])=[C:36]([F:43])[C:35]=1[F:44]. Given the reactants [C:1]([N:5]([C:23](=[O:32])[C:24]1[CH:29]=[C:28]([CH3:30])[CH:27]=[C:26]([CH3:31])[CH:25]=1)[NH:6][C:7]([C:9]1[CH:10]=[CH:11][C:12]2[O:17][CH2:16][CH:15]([C:18]([OH:20])=[O:19])[O:14][C:13]=2[C:21]=1[CH3:22])=[O:8])([CH3:4])([CH3:3])[CH3:2].[F:33][C:34]1[C:39](O)=[C:38]([F:41])[C:37]([F:42])=[C:36]([F:43])[C:35]=1[F:44].C1CCC(N=C=NC2CCCCC2)CC1, predict the reaction product. (8) Given the reactants [N+:1]([C:4]1[CH:5]=[C:6]2[C:11](=[CH:12][CH:13]=1)[NH:10][C:9](=O)[NH:8][C:7]2=O)([O-:3])=[O:2].P(Cl)(Cl)([Cl:18])=O.C(N(C(C)C)C=O)(C)C.[C:30]([NH2:34])([CH3:33])([CH3:32])[CH3:31], predict the reaction product. The product is: [C:30]([NH:34][C:7]1[C:6]2[C:11](=[CH:12][CH:13]=[C:4]([N+:1]([O-:3])=[O:2])[CH:5]=2)[N:10]=[C:9]([Cl:18])[N:8]=1)([CH3:33])([CH3:32])[CH3:31].